From a dataset of Reaction yield outcomes from USPTO patents with 853,638 reactions. Predict the reaction yield, written as a fraction of the theoretical maximum amount of product (1.0 means a 100% yield; for example, 0.34 means a 34% yield). (1) The reactants are [F:1][C:2]1[CH:7]=[CH:6][C:5]([C:8]2[C:17]3[C:12](=[CH:13][CH:14]=[CH:15][CH:16]=3)[C:11]([NH:18][C:19]3[CH:24]=[CH:23][C:22]([S:25][C:26]4[C:35]5[C:30](=[CH:31][C:32]([O:36][CH3:37])=[CH:33][N:34]=5)[N:29]=[CH:28][CH:27]=4)=[CH:21][CH:20]=3)=[N:10][N:9]=2)=[CH:4][CH:3]=1.C1C=C(Cl)C=C(C(OO)=[O:46])C=1. The catalyst is C(Cl)Cl.C(Cl)(Cl)Cl. The product is [NH4+:9].[OH-:36].[F:1][C:2]1[CH:3]=[CH:4][C:5]([C:8]2[C:17]3[C:12](=[CH:13][CH:14]=[CH:15][CH:16]=3)[C:11]([NH:18][C:19]3[CH:20]=[CH:21][C:22]([S:25]([C:26]4[C:35]5[C:30](=[CH:31][C:32]([O:36][CH3:37])=[CH:33][N:34]=5)[N:29]=[CH:28][CH:27]=4)=[O:46])=[CH:23][CH:24]=3)=[N:10][N:9]=2)=[CH:6][CH:7]=1. The yield is 0.0100. (2) The reactants are C(N(CC)C(C)C)(C)C.[C:10]([O:14][C:15]([N:17]1[CH2:21][CH2:20][CH:19](C(O)=O)[CH2:18]1)=[O:16])([CH3:13])([CH3:12])[CH3:11].CN([C:28]([O:32]N1N=NC2C=CC=NC1=2)=[N+](C)C)C.F[P-](F)(F)(F)(F)F.[CH2:49]([O:51][C:52](=[O:63])[C:53]([NH2:62])([C:55]1[CH:60]=[CH:59][C:58]([Br:61])=[CH:57][CH:56]=1)[CH3:54])[CH3:50]. The catalyst is CN(C=O)C. The product is [C:10]([O:14][C:15]([N:17]1[CH2:18][CH2:19][CH2:20][CH:21]1[C:28](=[O:32])[NH:62][C:53]([C:55]1[CH:56]=[CH:57][C:58]([Br:61])=[CH:59][CH:60]=1)([C:52]([O:51][CH2:49][CH3:50])=[O:63])[CH3:54])=[O:16])([CH3:11])([CH3:12])[CH3:13]. The yield is 0.580. (3) The reactants are [NH2:1][CH:2]([CH2:12][C:13]1[CH:18]=[CH:17][C:16]([O:19][CH3:20])=[CH:15][CH:14]=1)[CH:3]([C:5]1[CH:10]=[CH:9][C:8]([F:11])=[CH:7][CH:6]=1)[OH:4].[CH:21]1([C:27](Cl)=[O:28])[CH2:26][CH2:25][CH2:24][CH2:23][CH2:22]1.C(=O)([O-])O.[Na+]. The catalyst is C(OCC)(=O)C.O. The product is [F:11][C:8]1[CH:7]=[CH:6][C:5]([CH:3]([OH:4])[CH:2]([NH:1][C:27]([CH:21]2[CH2:26][CH2:25][CH2:24][CH2:23][CH2:22]2)=[O:28])[CH2:12][C:13]2[CH:14]=[CH:15][C:16]([O:19][CH3:20])=[CH:17][CH:18]=2)=[CH:10][CH:9]=1. The yield is 0.840. (4) The reactants are [CH2:1]([C:3]1[N:11]=[C:10]([C:12]([F:15])([F:14])[F:13])[N:9]=[C:8]2[C:4]=1[N:5]=[CH:6][N:7]2[C:16]1[CH:21]=[CH:20][CH:19]=[C:18]([C:22]([OH:24])=O)[CH:17]=1)[CH3:2].[CH3:25][S:26]([NH2:29])(=[O:28])=[O:27]. The catalyst is CN(C)C1C=CN=CC=1.CN(C)C=O. The product is [CH2:1]([C:3]1[N:11]=[C:10]([C:12]([F:14])([F:15])[F:13])[N:9]=[C:8]2[C:4]=1[N:5]=[CH:6][N:7]2[C:16]1[CH:21]=[CH:20][CH:19]=[C:18]([C:22]([NH:29][S:26]([CH3:25])(=[O:28])=[O:27])=[O:24])[CH:17]=1)[CH3:2]. The yield is 0.560. (5) The reactants are [Cl:1][C:2]1[CH:7]=[CH:6][CH:5]=[CH:4][C:3]=1[CH2:8][C:9](N(OC)C)=[O:10].[C:15]1([Mg]Br)[CH:20]=[CH:19][CH:18]=[CH:17][CH:16]=1.CCOC(C)=O. The catalyst is C1COCC1. The product is [Cl:1][C:2]1[CH:7]=[CH:6][CH:5]=[CH:4][C:3]=1[CH2:8][C:9]([C:15]1[CH:20]=[CH:19][CH:18]=[CH:17][CH:16]=1)=[O:10]. The yield is 0.148. (6) The reactants are [F:1][C:2]1[CH:7]=[CH:6][CH:5]=[CH:4][C:3]=1B(O)O.[NH2:11][C:12]1[N:13]=[C:14]([N:23]2[CH2:28][CH2:27][N:26]([C:29](=[O:39])[CH2:30][O:31][C:32]3[CH:37]=[CH:36][C:35]([Cl:38])=[CH:34][CH:33]=3)[CH2:25][CH2:24]2)[C:15]2[N:21]=[C:20](Cl)[CH:19]=[CH:18][C:16]=2[N:17]=1. No catalyst specified. The product is [NH2:11][C:12]1[N:13]=[C:14]([N:23]2[CH2:24][CH2:25][N:26]([C:29](=[O:39])[CH2:30][O:31][C:32]3[CH:37]=[CH:36][C:35]([Cl:38])=[CH:34][CH:33]=3)[CH2:27][CH2:28]2)[C:15]2[N:21]=[C:20]([C:3]3[CH:4]=[CH:5][CH:6]=[CH:7][C:2]=3[F:1])[CH:19]=[CH:18][C:16]=2[N:17]=1. The yield is 0.980. (7) The reactants are C(O[C:24]1[CH:60]=[CH:59][C:27]([CH:28](O)[C:29]2[CH:34]=[CH:33][C:32]([O:35][CH2:36][CH2:37][CH2:38][CH2:39][CH2:40][CH2:41][CH2:42][CH2:43][CH2:44][CH2:45][CH2:46][CH2:47][CH2:48][CH2:49][CH2:50][CH2:51][CH2:52][CH2:53][CH2:54][CH2:55][CH2:56][CH3:57])=[CH:31][CH:30]=2)=[CH:26][CH:25]=1)CCCCCCCCCCCCCCCCCCCCC.[C:61]([NH2:78])([O:63][CH2:64][CH:65]1[C:77]2[C:72](=[CH:73][CH:74]=[CH:75][CH:76]=2)[C:71]2[C:66]1=[CH:67][CH:68]=[CH:69][CH:70]=2)=[O:62].[CH3:79]S(O)(=O)=O.[CH:84](O)([C:91]1[CH:96]=[CH:95][CH:94]=[CH:93][CH:92]=1)[C:85]1[CH:90]=[CH:89][CH:88]=[CH:87][CH:86]=1.[C:98](=[O:101])([O-])O.[Na+].[C:103]1([CH3:109])[CH:108]=[CH:107][CH:106]=[CH:105][CH:104]=1. No catalyst specified. The product is [C:61]([NH:78][CH:28]([C:29]1[CH:30]=[CH:31][C:32]([O:35][CH2:36][CH2:37][CH2:38][CH2:39][CH2:40][CH2:41][CH2:42][CH2:43][CH2:44][CH2:45][CH2:46][CH2:47][CH2:48][CH2:49][CH2:50][CH2:51][CH2:52][CH2:53][CH2:54][CH2:55][CH2:56][CH3:57])=[CH:33][CH:34]=1)[C:27]1[CH:59]=[CH:60][C:24]([O:101][CH2:98][CH2:79][CH2:104][CH2:105][CH2:106][CH2:107][CH2:108][CH2:103][CH2:109][CH2:92][CH2:93][CH2:94][CH2:95][CH2:96][CH2:91][CH2:84][CH2:85][CH2:90][CH2:89][CH2:88][CH2:87][CH3:86])=[CH:25][CH:26]=1)([O:63][CH2:64][CH:65]1[C:77]2[C:72](=[CH:73][CH:74]=[CH:75][CH:76]=2)[C:71]2[C:66]1=[CH:67][CH:68]=[CH:69][CH:70]=2)=[O:62]. The yield is 0.600. (8) The reactants are [CH2:1]([N:6]1[C:14]2[N:13]=[C:12]([C:15]([F:18])([F:17])[F:16])[NH:11][C:10]=2[C:9](=[S:19])[NH:8][C:7]1=[O:20])[CH2:2][CH2:3][CH2:4][CH3:5].[OH-].[Na+].S(OC)(O[CH3:27])(=O)=O. The catalyst is O. The product is [CH3:27][S:19][C:9]1[C:10]2[NH:11][C:12]([C:15]([F:16])([F:18])[F:17])=[N:13][C:14]=2[N:6]([CH2:1][CH2:2][CH2:3][CH2:4][CH3:5])[C:7](=[O:20])[N:8]=1. The yield is 0.950.